This data is from Forward reaction prediction with 1.9M reactions from USPTO patents (1976-2016). The task is: Predict the product of the given reaction. (1) Given the reactants [NH:1]1[CH2:6][CH2:5][O:4][CH2:3][CH2:2]1.C([O-])([O-])=O.[Na+].[Na+].S(O[CH2:18][CH2:19][CH:20]1[CH2:25][CH2:24][N:23]([C:26]([O:28][C:29]([CH3:32])([CH3:31])[CH3:30])=[O:27])[CH2:22][CH2:21]1)(=O)(=O)C, predict the reaction product. The product is: [C:29]([O:28][C:26]([N:23]1[CH2:24][CH2:25][CH:20]([CH2:19][CH2:18][N:1]2[CH2:6][CH2:5][O:4][CH2:3][CH2:2]2)[CH2:21][CH2:22]1)=[O:27])([CH3:32])([CH3:31])[CH3:30]. (2) Given the reactants [Cl:1][C:2]1[N:7]=[C:6]([N:8]2[CH2:13][CH2:12][O:11][CH2:10][CH2:9]2)[CH:5]=[C:4](I)[CH:3]=1.[C:15]([C:17]1[CH:22]=[CH:21][C:20]([NH:23][C:24](=[O:33])[CH2:25][CH2:26][C:27](=[O:32])[CH:28]=[C:29]([CH3:31])[CH3:30])=[CH:19][CH:18]=1)#[CH:16].C(C1C=CC(N)=CC=1)#C.CC(C)=CC(=O)CCC(O)=O.CCN(C(C)C)C(C)C, predict the reaction product. The product is: [Cl:1][C:2]1[CH:3]=[C:4]([C:16]#[C:15][C:17]2[CH:18]=[CH:19][C:20]([NH:23][C:24](=[O:33])[CH2:25][CH2:26][C:27](=[O:32])[CH:28]=[C:29]([CH3:31])[CH3:30])=[CH:21][CH:22]=2)[CH:5]=[C:6]([N:8]2[CH2:13][CH2:12][O:11][CH2:10][CH2:9]2)[N:7]=1. (3) Given the reactants [C:1](Cl)(=O)[C:2](Cl)=O.[Cl:7][C:8]1[CH:16]=[CH:15][C:14]([N:17]2[CH:21]=[CH:20][CH:19]=[CH:18]2)=[CH:13][C:9]=1[C:10]([NH2:12])=[O:11].ClC1C=CC(N2C=CN=N2)=CC=1C(N[C:28](=[O:43])[NH:29][C:30]1[S:31][C:32]2[CH:38]=[C:37]([S:39]([CH3:42])(=[O:41])=[O:40])[CH:36]=[CH:35][C:33]=2[N:34]=1)=O.[CH2:53]([NH:55][CH2:56][CH3:57])[CH3:54], predict the reaction product. The product is: [Cl:7][C:8]1[CH:16]=[CH:15][C:14]([N:17]2[CH:21]=[CH:20][CH:19]=[CH:18]2)=[CH:13][C:9]=1[C:10]([NH:12][C:28](=[O:43])[NH:29][C:30]1[S:31][C:32]2[CH:38]=[C:37]([S:39]([CH2:42][CH2:54][CH2:53][N:55]([CH2:1][CH3:2])[CH2:56][CH3:57])(=[O:40])=[O:41])[CH:36]=[CH:35][C:33]=2[N:34]=1)=[O:11].